This data is from Reaction yield outcomes from USPTO patents with 853,638 reactions. The task is: Predict the reaction yield, written as a fraction of the theoretical maximum amount of product (1.0 means a 100% yield; for example, 0.34 means a 34% yield). (1) The reactants are [Cl:1][C:2]1[CH:7]=[CH:6][C:5]([S:8]([N:11]2[CH2:16][CH2:15][CH2:14][C@@H:13]([C:17]([OH:19])=O)[CH2:12]2)(=[O:10])=[O:9])=[CH:4][CH:3]=1.[CH:20]1([NH2:25])[CH2:24][CH2:23][CH2:22][CH2:21]1. No catalyst specified. The product is [CH:20]1([NH:25][C:17]([C@H:13]2[CH2:14][CH2:15][CH2:16][N:11]([S:8]([C:5]3[CH:4]=[CH:3][C:2]([Cl:1])=[CH:7][CH:6]=3)(=[O:9])=[O:10])[CH2:12]2)=[O:19])[CH2:24][CH2:23][CH2:22][CH2:21]1. The yield is 0.690. (2) The reactants are C([C:3]1[CH:4]=[C:5]([CH:21]=[CH:22][C:23]=1[B:24]1[O:28]C(C)(C)[C:26](C)(C)[O:25]1)[O:6][C:7]1[CH:14]=[CH:13][C:10]([C:11]#[N:12])=[C:9]([N:15]([CH2:17][CH2:18][O:19][CH3:20])[CH3:16])[N:8]=1)=O.[BH4-].[Na+].Cl. The catalyst is CO. The product is [OH:28][B:24]1[C:23]2[CH:22]=[CH:21][C:5]([O:6][C:7]3[CH:14]=[CH:13][C:10]([C:11]#[N:12])=[C:9]([N:15]([CH2:17][CH2:18][O:19][CH3:20])[CH3:16])[N:8]=3)=[CH:4][C:3]=2[CH2:26][O:25]1. The yield is 0.260. (3) The reactants are [C:1]1([CH:7]([C:28]2[CH:33]=[CH:32][CH:31]=[CH:30][CH:29]=2)[N:8]2[C:16]3[C:11](=[CH:12][CH:13]=[CH:14][CH:15]=3)[CH:10]([C:17]3[CH:22]=[C:21]([O:23][CH3:24])[C:20]([F:25])=[CH:19][C:18]=3[OH:26])[C:9]2=[O:27])[CH:6]=[CH:5][CH:4]=[CH:3][CH:2]=1.Cl[CH2:35]I.C(=O)([O-])[O-].[Cs+].[Cs+]. The catalyst is O1CCCC1. The product is [C:28]1([CH:7]([C:1]2[CH:2]=[CH:3][CH:4]=[CH:5][CH:6]=2)[N:8]2[C:16]3[C:11](=[CH:12][CH:13]=[CH:14][CH:15]=3)[C:10]3([C:17]4[CH:22]=[C:21]([O:23][CH3:24])[C:20]([F:25])=[CH:19][C:18]=4[O:26][CH2:35]3)[C:9]2=[O:27])[CH:33]=[CH:32][CH:31]=[CH:30][CH:29]=1. The yield is 0.430. (4) The reactants are [NH2:1][C:2]1[CH:6]=[CH:5][NH:4][C:3]=1[C:7]([O:9][CH2:10][CH3:11])=[O:8].C(N(CC)CC)C.[C:19](Cl)(=[O:21])[CH3:20]. The catalyst is C(Cl)Cl. The product is [C:19]([NH:1][C:2]1[CH:6]=[CH:5][NH:4][C:3]=1[C:7]([O:9][CH2:10][CH3:11])=[O:8])(=[O:21])[CH3:20]. The yield is 0.810.